From a dataset of Forward reaction prediction with 1.9M reactions from USPTO patents (1976-2016). Predict the product of the given reaction. The product is: [CH3:50][N:2]([CH3:1])[CH2:3][CH2:4][NH:5][C:6]1[CH:7]=[C:8]([C:13]2[CH:18]=[CH:17][N:16]=[C:15]3[NH:19][C:20]([C:22]4[C:30]5[C:25](=[N:26][CH:27]=[C:28]([C:31]6[CH:32]=[C:33]([NH:37][C:38](=[O:43])[CH2:39][CH2:40][CH2:41][CH3:42])[CH:34]=[N:35][CH:36]=6)[CH:29]=5)[NH:24][N:23]=4)=[N:21][C:14]=23)[CH:9]=[C:10]([F:12])[CH:11]=1. Given the reactants [CH3:1][N:2]([CH3:50])[CH2:3][CH2:4][NH:5][C:6]1[CH:7]=[C:8]([C:13]2[CH:18]=[CH:17][N:16]=[C:15]3[NH:19][C:20]([C:22]4[C:30]5[C:25](=[N:26][CH:27]=[C:28]([C:31]6[CH:32]=[C:33]([NH:37][C:38](=[O:43])[CH2:39][CH2:40][CH2:41][CH3:42])[CH:34]=[N:35][CH:36]=6)[CH:29]=5)[N:24](C5CCCCO5)[N:23]=4)=[N:21][C:14]=23)[CH:9]=[C:10]([F:12])[CH:11]=1, predict the reaction product.